This data is from Forward reaction prediction with 1.9M reactions from USPTO patents (1976-2016). The task is: Predict the product of the given reaction. (1) Given the reactants Br[C:2]1[CH:3]=[C:4]2[C:8](=[C:9]([C:11]([NH2:13])=[O:12])[CH:10]=1)[NH:7][CH:6]=[C:5]2[CH:14]1[CH2:19][CH2:18][N:17]([S:20]([CH2:23][CH3:24])(=[O:22])=[O:21])[CH2:16][CH2:15]1.[CH3:25][C:26]1[CH:31]=[CH:30][C:29]([SH:32])=[CH:28][CH:27]=1.C(O)CO.C(=O)([O-])[O-].[K+].[K+], predict the reaction product. The product is: [CH2:23]([S:20]([N:17]1[CH2:18][CH2:19][CH:14]([C:5]2[C:4]3[C:8](=[C:9]([C:11]([NH2:13])=[O:12])[CH:10]=[C:2]([S:32][C:29]4[CH:30]=[CH:31][C:26]([CH3:25])=[CH:27][CH:28]=4)[CH:3]=3)[NH:7][CH:6]=2)[CH2:15][CH2:16]1)(=[O:22])=[O:21])[CH3:24]. (2) Given the reactants [Cl:1][C:2]1[CH:3]=[C:4]2[C:8](=[CH:9][CH:10]=1)[NH:7][N:6]=[C:5]2[C:11]#[N:12].[CH:13]1(N)[CH2:18][CH2:17][CH2:16][CH2:15][CH:14]1[NH2:19].P12(SP3(SP(SP(S3)(S1)=S)(=S)S2)=S)=S, predict the reaction product. The product is: [Cl:1][C:2]1[CH:3]=[C:4]2[C:8](=[CH:9][CH:10]=1)[NH:7][N:6]=[C:5]2[C:11]1[NH:19][CH:14]2[CH2:15][CH2:16][CH2:17][CH2:18][CH:13]2[N:12]=1. (3) Given the reactants [C:1]1([C:7]2[C:11]([C:12]3[CH:17]=[CH:16][CH:15]=[CH:14][CH:13]=3)=[C:10]([C:18](O)=[O:19])[S:9][C:8]=2[C:21](O)=[O:22])[CH:6]=[CH:5][CH:4]=[CH:3][CH:2]=1.CO.Cl, predict the reaction product. The product is: [C:12]1([C:11]2[C:7]([C:1]3[CH:2]=[CH:3][CH:4]=[CH:5][CH:6]=3)=[C:8]([CH2:21][OH:22])[S:9][C:10]=2[CH2:18][OH:19])[CH:13]=[CH:14][CH:15]=[CH:16][CH:17]=1. (4) Given the reactants CC1CCN(CC[C@H]2CCCN2S(C2C3C(=CC=CC=3)C=CC=2)(=O)=O)CC1.[NH:28]1[CH2:32][CH2:31][CH2:30][C@@H:29]1[CH2:33][OH:34].[C:35](O[C:35]([O:37][C:38]([CH3:41])([CH3:40])[CH3:39])=[O:36])([O:37][C:38]([CH3:41])([CH3:40])[CH3:39])=[O:36], predict the reaction product. The product is: [OH:34][CH2:33][C@H:29]1[CH2:30][CH2:31][CH2:32][N:28]1[C:35]([O:37][C:38]([CH3:41])([CH3:40])[CH3:39])=[O:36].